From a dataset of Catalyst prediction with 721,799 reactions and 888 catalyst types from USPTO. Predict which catalyst facilitates the given reaction. (1) Reactant: [NH2:1][C:2]1[CH:10]=[CH:9][C:8]([Cl:11])=[CH:7][C:3]=1[C:4]([OH:6])=[O:5].[Cl:12][CH2:13][C:14](Cl)=[O:15]. Product: [Cl:11][C:8]1[CH:9]=[CH:10][C:2]([NH:1][C:14](=[O:15])[CH2:13][Cl:12])=[C:3]([CH:7]=1)[C:4]([OH:6])=[O:5]. The catalyst class is: 11. (2) Reactant: [O:1]1[C:6]2[CH:7]=[CH:8][C:9]([CH:11]=[C:12]3[S:16][C:15](=[O:17])[NH:14][C:13]3=[O:18])=[CH:10][C:5]=2[NH:4][CH2:3][CH2:2]1.[C:19](Cl)(=[O:26])[C:20]1[CH:25]=[CH:24][CH:23]=[CH:22][CH:21]=1.CCN(C(C)C)C(C)C.CCOC(C)=O. Product: [C:19]([N:4]1[C:5]2[CH:10]=[C:9]([CH:11]=[C:12]3[S:16][C:15](=[O:17])[NH:14][C:13]3=[O:18])[CH:8]=[CH:7][C:6]=2[O:1][CH2:2][CH2:3]1)(=[O:26])[C:20]1[CH:25]=[CH:24][CH:23]=[CH:22][CH:21]=1. The catalyst class is: 1. (3) Reactant: C([O:3][C:4](=O)[CH2:5][CH2:6][CH2:7][N:8]1[CH2:13][CH2:12][CH:11]([O:14][CH:15]([C:22]2[CH:27]=[CH:26][CH:25]=[CH:24][CH:23]=2)[C:16]2[CH:21]=[CH:20][CH:19]=[CH:18][CH:17]=2)[CH2:10][CH2:9]1)C.[H-].[H-].[H-].[H-].[Li+].[Al+3].O. Product: [CH:15]([O:14][CH:11]1[CH2:12][CH2:13][N:8]([CH2:7][CH2:6][CH2:5][CH2:4][OH:3])[CH2:9][CH2:10]1)([C:22]1[CH:27]=[CH:26][CH:25]=[CH:24][CH:23]=1)[C:16]1[CH:21]=[CH:20][CH:19]=[CH:18][CH:17]=1. The catalyst class is: 28.